This data is from Experimentally validated miRNA-target interactions with 360,000+ pairs, plus equal number of negative samples. The task is: Binary Classification. Given a miRNA mature sequence and a target amino acid sequence, predict their likelihood of interaction. (1) The miRNA is hsa-miR-6759-3p with sequence UGACCUUUGCCUCUCCCCUCAG. Result: 0 (no interaction). The protein sequence of the target gene is MDSYVIQTDVDDSLSSVLDVHVNIGGRNSVQGRKKGRKARWDVRPSDMSNKTFNPIRAIVDNMKVQPNPNKTVISLSIGDPTVFGNLPTDPEVTQAMKDALDSGKYNGYAPSIGYLSSREEVASYYHCHEAPLEAKDVILTSGCSQAIELCLAVLANPGQNILIPRPGFSLYRTLAESMGIEVKLYNLLPEKSWEIDLKQLESLIDEKTACLVVNNPSNPCGSVFSKRHLQKILAVAERQCVPILADEIYGDMVFSDCKYEPLANLSTNVPILSCGGLAKRWLVPGWRLGWILIHDRRDI.... (2) The protein sequence of the target gene is MLLGASWLCASKAAATAARGEGEDRQGEQQRGAQARTEEDMDESSLLDLLECSVCLERLDTTAKVLPCQHTFCRRCLESIVCSRHELRCPECRILVGCGVDELPANILLVRLLDGIRQRPRTGASPGSSPPARPGPGTFSALAGGAGGATGSPPCSPVFLSAAAGSSTSSLCDVATNRSVPVAKTLSQLPYAKALYSYEGKEPGDLKFNKGDIIILRRKVDENWYHGELQGMHGFLPASYIQCVRPLPQALPQGKALYDFEMKDRDQDKDCLTFTKDEVLTVIRRVDDNWAEGMLGDKIG.... The miRNA is hsa-miR-641 with sequence AAAGACAUAGGAUAGAGUCACCUC. Result: 0 (no interaction). (3) The miRNA is hsa-miR-4291 with sequence UUCAGCAGGAACAGCU. The protein sequence of the target gene is MPGGGPQGAPAAAGGGGVSHRAGSRDCLPPAACFRRRRLARRPGYMRSSTGPGIGFLSPAVGTLFRFPGGVSGEESHHSESRARQCGLDSRGLLVRSPVSKSAAAPTVTSVRGTSAHFGIQLRGGTRLPDRLSWPCGPGSAGWQQEFAAMDSSETLDASWEAACSDGARRVRAAGSLPSAELSSNSCSPGCGPEVPPTPPGSHSAFTSSFSFIRLSLGSAGERGEAEGCPPSREAESHCQSPQEMGAKAASLDGPHEDPRCLSRPFSLLATRVSADLAQAARNSSRPERDMHSLPDMDPG.... Result: 1 (interaction). (4) The miRNA is hsa-miR-1237-5p with sequence CGGGGGCGGGGCCGAAGCGCG. The protein sequence of the target gene is MTILPKKKPPPPDADPANEPPPPGPLPPAPRRGAGVGVGGGGTGVGGGERDRDSGVVGARPRASPPPQGPLPGPPGALHRWALAVPPGAVAGPRPQQASPPPCGGPGGPGGGPGDALGATTAGVGAAGVVVGVGGTVGVGGCCSGPGHSKRRRQAPGVGAVGGASPEREEVGAGYNSEDEYEAAAARIEAMDPATVEQQEHWFEKALRDKKGFIIKQMKEDGACLFRAVADQVYGDQDMHEVVRKHCMDYLMKNADYFSNYVTEDFTTYINRKRKNNCHGNHIEMQAMAEMYNRPVEVYQ.... Result: 0 (no interaction). (5) The miRNA is dre-miR-29b with sequence UAGCACCAUUUGAAAUCAGUGU. The protein sequence of the target gene is MELISPTVIIILGCLALFLLLQRKNLRRPPCIKGWIPWIGVGFEFGKAPLEFIEKARIKYGPIFTVFAMGNRMTFVTEEEGINVFLKSKKVDFELAVQNIVYRTASIPKNVFLALHEKLYIMLKGKMGTVNLHQFTGQLTEELHEQLENLGTHGTMDLNNLVRHLLYPVTVNMLFNKSLFSTNKKKIKEFHQYFQVYDEDFEYGSQLPECLLRNWSKSKKWFLELFEKNIPDIKACKSAKDNSMTLLQATLDIVETETSKENSPNYGLLLLWASLSNAVPVAFWTLAYVLSHPDIHKAIM.... Result: 0 (no interaction). (6) The miRNA is mmu-miR-429-3p with sequence UAAUACUGUCUGGUAAUGCCGU. The protein sequence of the target gene is MRAHPGGGRCCPEQEEGESAAGGSGAGGDSAIEQGGQGSALAPSPVSGVRREGARGGGRGRGRWKQAARGGGVCGRGRGRGRGRGRGRGRGRGRGRPQSGGSGLGGDGGGGAGGCGGGSGGGVAPRRDPVPFPSGSSGPGPRGPRATESGKRMDCPALPPGWKKEEVIRKSGLSAGKSDVYYFSPSGKKFRSKPQLARYLGNAVDLSSFDFRTGKMMPSKLQKNKQRLRNDPLNQNKGKPDLNTTLPIRQTASIFKQPVTKFTNHPSNKVKSDPQRMNEQPRQLFWEKRLQGLSASDVTE.... Result: 0 (no interaction). (7) The miRNA is hsa-miR-6838-5p with sequence AAGCAGCAGUGGCAAGACUCCU. The protein sequence of the target gene is MEKAVNDGSHSEELFCHLKTISEKEDLPRCTSESHLSCLKQDILNEKTELEATLKEAELVTHSVELLLPLFKDTIEKINFENANLSALNLKISEQKEILIKELDTFKSVKLALEHLLRKRDYKQTGDNLSSMLLENLTDNESENTNLKKKVFEKEAHIQELSCLFQSEKANTLKANRFSQSVKVVHERLQIQIHKREAENDKLKEYVKSLETKIAKWNLQSRMNKNEAIVMKEASRQKTVALKKASKVYKQRLDHFTGAIEKLTSQIRDQEAKLSETISASNAWKSHYEKIVIEKTELEV.... Result: 1 (interaction). (8) The miRNA is mmu-miR-143-5p with sequence GGUGCAGUGCUGCAUCUCUGG. The protein sequence of the target gene is MKGDSRHLNEEEGASGYEECIIVNGNFSDQSSDTKDAPSPPVLEAICTEPVCTPETRGRRSSSRLSKREVSSLLNYTQDMTGDGDRDDEVDDGNGSDILMPKLTRETKDTRTRSESPAVRTRHSNGTSSLERQRASPRITRGRQGRHHVQEYPVEFPATRSRRRRASSSASTPWSSPASVDFMEEVTPKSVSTPSVDLSQDGDQEGMDTTQVDAESRDGDSTEYQDDKEFGIGDLVWGKIKGFSWWPAMVVSWKATSKRQAMPGMRWVQWFGDGKFSEISADKLVALGLFSQHFNLATFN.... Result: 1 (interaction). (9) The miRNA is hsa-miR-6895-3p with sequence UGUCUCUCGCCCUUGGCCUUAG. The protein sequence of the target gene is MSSCNFTHATFVLIGIPGLEKAHFWVGFPLLSMYVVAMFGNCIVVFIVRTERSLHAPMYLFLCMLAAIDLALSTSTMPKILALFWFDSREISFEACLTQMFFIHALSAIESTILLAMAFDRYVAICHPLRHAAVLNNTVTAQIGIVAVVRGSLFFFPLPLLIKRLAFCHSNVLSHSYCVHQDVMKLAYADTLPNVVYGLTAILLVMGVDVMFISLSYFLIIRTVLQLPSKSERAKAFGTCVSHIGVVLAFYVPLIGLSVVHRFGNSLHPIVRVVMGDIYLLLPPVINPIIYGAKTKQIRT.... Result: 0 (no interaction).